This data is from Full USPTO retrosynthesis dataset with 1.9M reactions from patents (1976-2016). The task is: Predict the reactants needed to synthesize the given product. (1) The reactants are: C(OCC[O:6][CH2:7][C:8]1[CH:13]=[C:12]([CH2:14][O:15][CH2:16][CH2:17]OCC)[CH:11]=[CH:10][C:9]=1Br)C.C(OCCOCC1C=CC=C(COCCOCC)C=1Br)C.C([Li])CCC.[F:48][C:49]1[CH:56]=[CH:55]C(C=O)=[CH:51][CH:50]=1.[Cl-].[NH4+]. Given the product [F:48][C:49]1[CH:56]=[CH:55][C:17]([CH:16]2[C:11]3[C:12](=[CH:13][C:8]([CH2:7][OH:6])=[CH:9][CH:10]=3)[CH2:14][O:15]2)=[CH:51][CH:50]=1, predict the reactants needed to synthesize it. (2) The reactants are: [Cl:1][CH2:2][CH2:3][N:4]([CH2:21][CH2:22][Cl:23])[P:5]([N:14]([CH2:18][CH2:19][Cl:20])[CH2:15][CH2:16][Cl:17])(=[O:13])[O:6][CH2:7][CH2:8][S:9][CH2:10][CH2:11][OH:12].CC(C)([O-])C.[K+].[Cl:30][CH2:31][CH2:32][N:33]([CH2:44][CH2:45][Cl:46])[P:34](Cl)([N:36]([CH2:40][CH2:41][Cl:42])[CH2:37][CH2:38][Cl:39])=[O:35]. Given the product [Cl:1][CH2:2][CH2:3][N:4]([P:5]([N:14]([CH2:15][CH2:16][Cl:17])[CH2:18][CH2:19][Cl:20])([O:6][CH2:7][CH2:8][S:9][CH2:10][CH2:11][O:12][P:34]([N:33]([CH2:32][CH2:31][Cl:30])[CH2:44][CH2:45][Cl:46])([N:36]([CH2:37][CH2:38][Cl:39])[CH2:40][CH2:41][Cl:42])=[O:35])=[O:13])[CH2:21][CH2:22][Cl:23], predict the reactants needed to synthesize it. (3) Given the product [CH2:24]([O:26][C:27]([C:29]1([C:32]2[CH:37]=[CH:36][C:35]([C:2]3[CH:7]=[CH:6][C:5]([C:8]4[O:12][N:11]=[C:10]([CH3:13])[C:9]=4[CH:14]=[CH:15][CH2:16][CH2:17][C:18]4[CH:23]=[CH:22][CH:21]=[CH:20][CH:19]=4)=[CH:4][CH:3]=3)=[CH:34][CH:33]=2)[CH2:30][CH2:31]1)=[O:28])[CH3:25], predict the reactants needed to synthesize it. The reactants are: Br[C:2]1[CH:7]=[CH:6][C:5]([C:8]2[O:12][N:11]=[C:10]([CH3:13])[C:9]=2[CH:14]=[CH:15][CH2:16][CH2:17][C:18]2[CH:23]=[CH:22][CH:21]=[CH:20][CH:19]=2)=[CH:4][CH:3]=1.[CH2:24]([O:26][C:27]([C:29]1([C:32]2[CH:37]=[CH:36][C:35](B3OC(C)(C)C(C)(C)O3)=[CH:34][CH:33]=2)[CH2:31][CH2:30]1)=[O:28])[CH3:25]. (4) Given the product [CH2:12]([O:5][C:13](=[O:16])[NH:1][CH:22]=[CH2:23])[C:6]1[CH:11]=[CH:10][CH:9]=[CH:8][CH:7]=1, predict the reactants needed to synthesize it. The reactants are: [N-:1]=[N+]=[N-].[Na+].[OH2:5].[C:6]1([CH3:12])[CH:11]=[CH:10][CH:9]=[CH:8][CH:7]=1.[C:13](Cl)(=[O:16])C=C.CCCC[CH2:22][CH3:23]. (5) Given the product [CH2:1]([O:3][C:4]([C:6]1[CH:10]=[C:9]([C:17]2[CH:18]=[CH:19][C:14]([C:12]#[N:13])=[C:15]([F:23])[CH:16]=2)[O:8][N:7]=1)=[O:5])[CH3:2], predict the reactants needed to synthesize it. The reactants are: [CH2:1]([O:3][C:4]([C:6]1[CH:10]=[C:9](Cl)[O:8][N:7]=1)=[O:5])[CH3:2].[C:12]([C:14]1[CH:19]=[CH:18][C:17](B(O)O)=[CH:16][C:15]=1[F:23])#[N:13].